From a dataset of Forward reaction prediction with 1.9M reactions from USPTO patents (1976-2016). Predict the product of the given reaction. (1) The product is: [CH3:16][N:13]1[CH2:12][CH:11]([C:17]2[CH:18]=[N:19][CH:20]=[CH:21][CH:22]=2)[C:10]2([CH2:23][CH2:24][CH2:25][NH:8][CH2:9]2)[C:14]1=[O:15]. Given the reactants C(OC([N:8]1[CH2:25][CH2:24][CH2:23][C:10]2([C:14](=[O:15])[N:13]([CH3:16])[CH2:12][CH:11]2[C:17]2[CH:18]=[N:19][CH:20]=[CH:21][CH:22]=2)[CH2:9]1)=O)(C)(C)C.C(O)(C(F)(F)F)=O, predict the reaction product. (2) Given the reactants [NH:1]1[C:9]2[C:4](=[CH:5][CH:6]=[C:7]([C:10]([OH:12])=O)[CH:8]=2)[CH:3]=[CH:2]1.[C:13](C1NC=CN=1)([C:15]1N[CH:17]=[CH:18][N:19]=1)=[O:14].N1CCOCC1, predict the reaction product. The product is: [NH:1]1[C:9]2[C:4](=[CH:5][CH:6]=[C:7]([C:10]([N:19]3[CH2:15][CH2:13][O:14][CH2:17][CH2:18]3)=[O:12])[CH:8]=2)[CH:3]=[CH:2]1. (3) Given the reactants [CH:1]1[C:10]2[CH2:9][CH2:8][CH2:7][CH2:6][C:5]=2[CH:4]=[CH:3][C:2]=1[OH:11].[Br:12]Br, predict the reaction product. The product is: [Br:12][C:1]1[C:10]2[CH2:9][CH2:8][CH2:7][CH2:6][C:5]=2[CH:4]=[CH:3][C:2]=1[OH:11].[Br:12][C:3]1[C:2]([OH:11])=[CH:1][C:10]2[CH2:9][CH2:8][CH2:7][CH2:6][C:5]=2[CH:4]=1. (4) Given the reactants CO[C:3]1C=CC(N)=C[C:4]=1C.[O:11]1[C:20]2[C:15](=[CH:16][C:17]([NH2:21])=[CH:18][CH:19]=2)[CH2:14][CH2:13][CH2:12]1, predict the reaction product. The product is: [CH2:3]([NH:21][C:17]1[CH:16]=[C:15]2[C:20](=[CH:19][CH:18]=1)[O:11][CH2:12][CH2:13][CH2:14]2)[CH3:4]. (5) Given the reactants [CH3:1][C:2]1[N:3]=[C:4]([C:7]([O-:9])=O)[S:5][CH:6]=1.O.[NH2:11][NH2:12], predict the reaction product. The product is: [CH3:1][C:2]1[N:3]=[C:4]([C:7]([NH:11][NH2:12])=[O:9])[S:5][CH:6]=1.